This data is from Reaction yield outcomes from USPTO patents with 853,638 reactions. The task is: Predict the reaction yield, written as a fraction of the theoretical maximum amount of product (1.0 means a 100% yield; for example, 0.34 means a 34% yield). The reactants are [CH3:1][O:2][C:3]1[C:8]([O:9][CH3:10])=[CH:7][C:6]([C:11]2[C:16]([C:17]3[CH:22]=[CH:21][C:20]([O:23][CH3:24])=[C:19]([O:25][CH3:26])[CH:18]=3)=[C:15]([C:27]([O:29][CH3:30])=[O:28])N=[N:13][C:12]=2[C:31]([O:33][CH3:34])=[O:32])=[C:5]([O:35][CH2:36][O:37][CH3:38])[CH:4]=1.CCOC(C)=O.C(Cl)Cl. The catalyst is CC(O)=O.CO.C(Cl)(Cl)Cl.[Zn]. The product is [CH3:1][O:2][C:3]1[C:8]([O:9][CH3:10])=[CH:7][C:6]([C:11]2[C:16]([C:17]3[CH:22]=[CH:21][C:20]([O:23][CH3:24])=[C:19]([O:25][CH3:26])[CH:18]=3)=[C:15]([C:27]([O:29][CH3:30])=[O:28])[NH:13][C:12]=2[C:31]([O:33][CH3:34])=[O:32])=[C:5]([O:35][CH2:36][O:37][CH3:38])[CH:4]=1. The yield is 0.620.